From a dataset of Full USPTO retrosynthesis dataset with 1.9M reactions from patents (1976-2016). Predict the reactants needed to synthesize the given product. (1) Given the product [CH3:16][C:17]1([CH3:23])[NH:18][CH2:19][CH2:20][N:21]([C:9]([O:11][C:12]([CH3:13])([CH3:14])[CH3:15])=[O:10])[CH2:22]1, predict the reactants needed to synthesize it. The reactants are: [C:9](O[C:9]([O:11][C:12]([CH3:15])([CH3:14])[CH3:13])=[O:10])([O:11][C:12]([CH3:15])([CH3:14])[CH3:13])=[O:10].[CH3:16][C:17]1([CH3:23])[CH2:22][NH:21][CH2:20][CH2:19][NH:18]1. (2) The reactants are: [CH3:1][O:2][C:3]1[CH:8]=[C:7]([CH3:9])[C:6]([S:10]([N:13]2[CH2:18][CH2:17][CH2:16][CH2:15][CH:14]2[CH2:19][CH2:20][CH2:21][OH:22])(=[O:12])=[O:11])=[C:5]([CH3:23])[CH:4]=1.C(N(CC)CC)C.[CH3:31][S:32](Cl)(=[O:34])=[O:33]. Given the product [CH3:31][S:32]([O:22][CH2:21][CH2:20][CH2:19][CH:14]1[CH2:15][CH2:16][CH2:17][CH2:18][N:13]1[S:10]([C:6]1[C:5]([CH3:23])=[CH:4][C:3]([O:2][CH3:1])=[CH:8][C:7]=1[CH3:9])(=[O:11])=[O:12])(=[O:34])=[O:33], predict the reactants needed to synthesize it. (3) Given the product [Cl:1][C:2]1[CH:7]=[CH:6][C:5](/[CH:8]=[CH:9]/[C:10]([O:12][CH2:19][CH3:20])=[O:11])=[CH:4][C:3]=1[F:13], predict the reactants needed to synthesize it. The reactants are: [Cl:1][C:2]1[CH:7]=[CH:6][C:5](/[CH:8]=[CH:9]/[C:10]([OH:12])=[O:11])=[CH:4][C:3]=1[F:13].Cl[Si](C)(C)C.[CH2:19](O)[CH3:20]. (4) Given the product [F:1][CH:2]([F:19])[O:3][C:4]1[CH:5]=[C:6]([CH2:15][O:17][C:18]2[CH:26]=[CH:25][C:24]([CH2:27][CH2:28][C:29]([OH:31])=[O:30])=[C:23]([CH3:34])[C:22]=2[CH3:21])[C:7]2[O:11][C:10]([CH2:12][CH3:13])=[CH:9][C:8]=2[CH:14]=1, predict the reactants needed to synthesize it. The reactants are: [F:1][CH:2]([F:19])[O:3][C:4]1[CH:5]=[C:6]([C:15]([O:17][CH3:18])=O)[C:7]2[O:11][C:10]([CH2:12][CH3:13])=[CH:9][C:8]=2[CH:14]=1.O[C:21]1[CH:26]=[CH:25][C:24]([CH2:27][CH2:28][C:29]([O:31]CC)=[O:30])=[C:23]([CH3:34])[C:22]=1C. (5) Given the product [CH2:1]([O:3][C:4](=[O:28])[CH2:5][N:6]([CH2:7][CH2:8][NH:9][S:10]([C:13]1[S:14][C:15]([C:18]2[CH:23]=[CH:22][C:21]([Cl:24])=[CH:20][C:19]=2[N+:25]([O-:27])=[O:26])=[N:16][N:17]=1)(=[O:12])=[O:11])[C:50](=[O:51])[CH2:49][N:46]1[CH:45]=[N:44][C:43]2[C:42](=[O:53])[NH:41][C:40]([NH:39][C:37]([O:36][CH2:35][C:34]3[CH:54]=[CH:55][C:31]([O:30][CH3:29])=[CH:32][CH:33]=3)=[O:38])=[N:48][C:47]1=2)[CH3:2], predict the reactants needed to synthesize it. The reactants are: [CH2:1]([O:3][C:4](=[O:28])[CH2:5][NH:6][CH2:7][CH2:8][NH:9][S:10]([C:13]1[S:14][C:15]([C:18]2[CH:23]=[CH:22][C:21]([Cl:24])=[CH:20][C:19]=2[N+:25]([O-:27])=[O:26])=[N:16][N:17]=1)(=[O:12])=[O:11])[CH3:2].[CH3:29][O:30][C:31]1[CH:55]=[CH:54][C:34]([CH2:35][O:36][C:37]([NH:39][C:40]2[NH:41][C:42](=[O:53])[C:43]3[N:44]=[CH:45][N:46]([CH2:49][C:50](O)=[O:51])[C:47]=3[N:48]=2)=[O:38])=[CH:33][CH:32]=1.